Dataset: Forward reaction prediction with 1.9M reactions from USPTO patents (1976-2016). Task: Predict the product of the given reaction. (1) Given the reactants [CH:1]1([CH2:4][O:5][C:6]2[N:11]=[C:10]([C:12]([OH:14])=O)[CH:9]=[N:8][C:7]=2[N:15]2[CH2:18][C:17]([F:20])([F:19])[CH2:16]2)[CH2:3][CH2:2]1.[CH3:21][C:22]1([CH3:27])[CH2:26][CH2:25][CH2:24][NH:23]1, predict the reaction product. The product is: [CH:1]1([CH2:4][O:5][C:6]2[N:11]=[C:10]([C:12]([N:23]3[CH2:24][CH2:25][CH2:26][C:22]3([CH3:27])[CH3:21])=[O:14])[CH:9]=[N:8][C:7]=2[N:15]2[CH2:18][C:17]([F:20])([F:19])[CH2:16]2)[CH2:2][CH2:3]1. (2) Given the reactants N#N.[C:3]([O:7][C:8]([NH:10][CH:11]([CH2:15][C:16]1[CH:21]=[CH:20][C:19]([O:22][CH3:23])=[C:18]([F:24])[C:17]=1[F:25])[C:12](O)=O)=[O:9])([CH3:6])([CH3:5])[CH3:4].C(N1CCOCC1)C.CN(C(O[N:42]1N=[N:49][C:44]2[CH:45]=[CH:46][CH:47]=[CH:48][C:43]1=2)=[N+](C)C)C.[B-](F)(F)(F)F.C1(N)C(N)=CC=CC=1, predict the reaction product. The product is: [NH:42]1[C:43]2[CH:48]=[CH:47][CH:46]=[CH:45][C:44]=2[N:49]=[C:12]1[CH:11]([NH:10][C:8](=[O:9])[O:7][C:3]([CH3:6])([CH3:5])[CH3:4])[CH2:15][C:16]1[CH:21]=[CH:20][C:19]([O:22][CH3:23])=[C:18]([F:24])[C:17]=1[F:25]. (3) Given the reactants [CH2:1]([O:3][C:4](=[O:11])[C@H:5]1[O:10][C@@H:6]1[C:7]([OH:9])=O)[CH3:2].CN(C(ON1N=NC2C=CC=NC1=2)=[N+](C)C)C.F[P-](F)(F)(F)(F)F.CCN(C(C)C)C(C)C.[CH2:45]([NH:52][C:53]1[CH:58]=[CH:57][CH:56]=[CH:55][CH:54]=1)[C:46]1[CH:51]=[CH:50][CH:49]=[CH:48][CH:47]=1, predict the reaction product. The product is: [CH2:1]([O:3][C:4]([C@@H:5]1[C@@H:6]([C:7](=[O:9])[N:52]([CH2:45][C:46]2[CH:47]=[CH:48][CH:49]=[CH:50][CH:51]=2)[C:53]2[CH:58]=[CH:57][CH:56]=[CH:55][CH:54]=2)[O:10]1)=[O:11])[CH3:2]. (4) Given the reactants Br[C:2]1[C:3]([C:11]([N:13]([O:15][CH3:16])[CH3:14])=[O:12])=[N:4][C:5]([Cl:10])=[N:6][C:7]=1[NH:8][CH3:9].[CH2:17]([Sn](CCCC)(CCCC)C=C)[CH2:18]CC, predict the reaction product. The product is: [Cl:10][C:5]1[N:4]=[C:3]([C:11]([N:13]([O:15][CH3:16])[CH3:14])=[O:12])[C:2]([CH:17]=[CH2:18])=[C:7]([NH:8][CH3:9])[N:6]=1. (5) The product is: [CH3:1][O:2][C:3](=[O:26])[C:4]1[CH:5]=[CH:6][C:7]([CH2:10][N:11]([C:12]([O:14][C:15]([CH3:18])([CH3:16])[CH3:17])=[O:13])[S:19]([CH2:22][N:23]2[CH:28]=[C:27]([C:29]3[CH:34]=[CH:33][C:32]([CH3:35])=[CH:31][CH:30]=3)[N:25]=[N:24]2)(=[O:21])=[O:20])=[CH:8][CH:9]=1. Given the reactants [CH3:1][O:2][C:3](=[O:26])[C:4]1[CH:9]=[CH:8][C:7]([CH2:10][N:11]([S:19]([CH2:22][N:23]=[N+:24]=[N-:25])(=[O:21])=[O:20])[C:12]([O:14][C:15]([CH3:18])([CH3:17])[CH3:16])=[O:13])=[CH:6][CH:5]=1.[C:27]([C:29]1[CH:34]=[CH:33][C:32]([CH3:35])=[CH:31][CH:30]=1)#[CH:28].O=C1O[C@H]([C@H](CO)O)C([O-])=C1O.[Na+].C(N(C(C)C)C(C)C)C, predict the reaction product. (6) Given the reactants [CH3:1][O:2][C@@H:3]1[C@@H:8]2[C@H:6]([O:7]2)[C@@H:5]([CH2:9][OH:10])[O:4]1.[H-].[Na+].[CH:13]1[CH:18]=[CH:17][C:16]([CH2:19]Br)=[CH:15][CH:14]=1, predict the reaction product. The product is: [CH2:19]([O:10][CH2:9][C@H:5]1[O:4][C@H:3]([O:2][CH3:1])[C@@H:8]2[C@@H:6]1[O:7]2)[C:16]1[CH:17]=[CH:18][CH:13]=[CH:14][CH:15]=1. (7) Given the reactants [CH3:1][C:2]1[S:3][C:4]2[CH:10]=[CH:9][C:8]([O:11][CH2:12][CH:13]3[CH2:15][O:14]3)=[CH:7][C:5]=2[N:6]=1.[CH3:16][C:17]1[CH:22]=[CH:21][CH:20]=[C:19]([CH3:23])[C:18]=1[NH:24][C:25](=[O:34])[CH2:26][N:27]1[CH2:32][CH2:31][NH:30][CH2:29][C:28]1=[O:33].CC1C=CC=C(C)C=1NC(=O)CN1CCNCC1, predict the reaction product. The product is: [CH3:23][C:19]1[CH:20]=[CH:21][CH:22]=[C:17]([CH3:16])[C:18]=1[NH:24][C:25](=[O:34])[CH2:26][N:27]1[CH2:32][CH2:31][N:30]([CH2:15][CH:13]([OH:14])[CH2:12][O:11][C:8]2[CH:9]=[CH:10][C:4]3[S:3][C:2]([CH3:1])=[N:6][C:5]=3[CH:7]=2)[CH2:29][C:28]1=[O:33]. (8) Given the reactants Br[CH:2]([C:17]1[CH:22]=[CH:21][C:20]([F:23])=[CH:19][CH:18]=1)[C:3]([C:5]1[CH:6]=[C:7]([CH3:16])[C:8]2[O:13][CH2:12][C:11](=[O:14])[NH:10][C:9]=2[CH:15]=1)=O.[NH2:24][N:25]1[CH:29]=[N:28][N:27]=[C:26]1[SH:30].C(O)C, predict the reaction product. The product is: [F:23][C:20]1[CH:21]=[CH:22][C:17]([CH:2]2[S:30][C:26]3=[N:27][N:28]=[CH:29][N:25]3[N:24]=[C:3]2[C:5]2[CH:6]=[C:7]([CH3:16])[C:8]3[O:13][CH2:12][C:11](=[O:14])[NH:10][C:9]=3[CH:15]=2)=[CH:18][CH:19]=1. (9) Given the reactants [Cl:1][C:2]1[CH:3]=[C:4]([C:7](=[O:9])[CH3:8])[S:5][CH:6]=1.CO[CH:12](OC)[N:13]([CH3:15])[CH3:14], predict the reaction product. The product is: [Cl:1][C:2]1[CH:3]=[C:4]([C:7](=[O:9])[CH:8]=[CH:12][N:13]([CH3:15])[CH3:14])[S:5][CH:6]=1.